This data is from PAMPA (Parallel Artificial Membrane Permeability Assay) permeability data from NCATS. The task is: Regression/Classification. Given a drug SMILES string, predict its absorption, distribution, metabolism, or excretion properties. Task type varies by dataset: regression for continuous measurements (e.g., permeability, clearance, half-life) or binary classification for categorical outcomes (e.g., BBB penetration, CYP inhibition). Dataset: pampa_ncats. (1) The drug is CC1=C(C(=CC=C1)C)C(=O)NC2=CC(=C(C=C2)OC)[S+](=O)(N3CCCCC3)[O-]. The result is 1 (high permeability). (2) The molecule is CC1=CC=C(C=C1)S(=O)(=O)N2CCN(CC2)C(=O)C3=CC4=C(S3)CCC4. The result is 1 (high permeability). (3) The drug is CCOP(=O)(CC1=CC=C(C=C1)C(=O)NC2=C(C=C(C=C2)Br)C#N)OCC. The result is 1 (high permeability). (4) The drug is COC1=CC(=C(C=C1)OC)C2=C(N3C(=N2)C(=CN3)C#N)NC4CCCCC4. The result is 1 (high permeability). (5) The molecule is CC1=CN=C(N=C1NCC2CN(C2)C3=NC=CN=C3)C4=CC=CC=C4C(F)F. The result is 1 (high permeability). (6) The molecule is COC1=CC=C(C=C1)N2C(=O)NC(=N2)C3CCCN(C3)C(=O)C4CC4. The result is 1 (high permeability). (7) The compound is CC1=CC=C(C=C1)CNCC2=C(NN=C2)C3=CC=C(C=C3)C. The result is 1 (high permeability).